This data is from Forward reaction prediction with 1.9M reactions from USPTO patents (1976-2016). The task is: Predict the product of the given reaction. (1) Given the reactants Br[C:2]1[CH:7]=[CH:6][C:5]([C:8]2[C:12]3[CH2:13][C:14]4[S:15][CH:16]=[CH:17][C:18]=4[C:11]=3[N:10]([CH2:19][O:20][CH2:21][CH2:22][Si:23]([CH3:26])([CH3:25])[CH3:24])[N:9]=2)=[CH:4][CH:3]=1.CC1(C)C(C)(C)OB([C:35]2[CH:40]=[CH:39][C:38]([OH:41])=[CH:37][CH:36]=2)O1.C([O-])([O-])=O.[Na+].[Na+], predict the reaction product. The product is: [CH3:24][Si:23]([CH3:26])([CH3:25])[CH2:22][CH2:21][O:20][CH2:19][N:10]1[C:11]2[C:18]3[CH:17]=[CH:16][S:15][C:14]=3[CH2:13][C:12]=2[C:8]([C:5]2[CH:6]=[CH:7][C:2]([C:35]3[CH:40]=[CH:39][C:38]([OH:41])=[CH:37][CH:36]=3)=[CH:3][CH:4]=2)=[N:9]1. (2) The product is: [CH2:22]([N:11]([C:12]1[CH:17]=[CH:16][CH:15]=[CH:14][C:13]=1[C:18]([F:21])([F:19])[F:20])[S:8]([C:5]1[CH:6]=[CH:7][C:2]([NH:1][C:36]([CH:33]2[CH2:34][CH2:35][N:30]([S:27]([CH3:26])(=[O:29])=[O:28])[CH2:31][CH2:32]2)=[O:37])=[CH:3][CH:4]=1)(=[O:10])=[O:9])[CH:23]([CH3:25])[CH3:24]. Given the reactants [NH2:1][C:2]1[CH:7]=[CH:6][C:5]([S:8]([N:11]([CH2:22][CH:23]([CH3:25])[CH3:24])[C:12]2[CH:17]=[CH:16][CH:15]=[CH:14][C:13]=2[C:18]([F:21])([F:20])[F:19])(=[O:10])=[O:9])=[CH:4][CH:3]=1.[CH3:26][S:27]([N:30]1[CH2:35][CH2:34][CH:33]([C:36](Cl)=[O:37])[CH2:32][CH2:31]1)(=[O:29])=[O:28].CCN(C(C)C)C(C)C, predict the reaction product. (3) Given the reactants [C:1]([O:5][C:6]([NH:8][C@H:9]1[C@@H:13]([CH2:14][OH:15])[CH2:12][N:11]([C:16]([O:18][CH2:19][C:20]2[CH:25]=[CH:24][CH:23]=[CH:22][CH:21]=2)=[O:17])[CH2:10]1)=[O:7])([CH3:4])([CH3:3])[CH3:2].C(N(CC)CC)C.[CH3:33][S:34](Cl)(=[O:36])=[O:35], predict the reaction product. The product is: [C:1]([O:5][C:6]([NH:8][C@H:9]1[C@@H:13]([CH2:14][O:15][S:34]([CH3:33])(=[O:36])=[O:35])[CH2:12][N:11]([C:16]([O:18][CH2:19][C:20]2[CH:21]=[CH:22][CH:23]=[CH:24][CH:25]=2)=[O:17])[CH2:10]1)=[O:7])([CH3:4])([CH3:2])[CH3:3]. (4) Given the reactants Cl.Cl.[O:3]1[CH:7]=[N:6][C:5]([C:8]2[CH:13]=[CH:12][C:11]([CH:14]3[CH2:19][NH:18][CH2:17][CH2:16][NH:15]3)=[CH:10][CH:9]=2)=[N:4]1.C(N(CC)CC)C.Cl[C:28]1[N:33]([CH3:34])[C:32](=[O:35])[CH:31]=[C:30]([C:36]2[CH:41]=[CH:40][N:39]=[CH:38][CH:37]=2)[N:29]=1, predict the reaction product. The product is: [O:3]1[CH:7]=[N:6][C:5]([C:8]2[CH:13]=[CH:12][C:11]([C@@H:14]3[NH:15][CH2:16][CH2:17][N:18]([C:28]4[N:33]([CH3:34])[C:32](=[O:35])[CH:31]=[C:30]([C:36]5[CH:37]=[CH:38][N:39]=[CH:40][CH:41]=5)[N:29]=4)[CH2:19]3)=[CH:10][CH:9]=2)=[N:4]1. (5) Given the reactants [CH2:1]([CH:5]([CH2:8]C#N)[C:6]#[N:7])[CH:2]([CH3:4])[CH3:3].[C:11]([O-:14])(O)=[O:12].[Na+].Cl, predict the reaction product. The product is: [C:6]([CH:5]([CH2:1][CH:2]([CH3:4])[CH3:3])[CH2:8][C:11]([OH:14])=[O:12])#[N:7]. (6) Given the reactants COC1C=C(OC)C=CC=1C[N:6]1[C:14](=[O:15])[N:13]([CH2:16][CH:17]2[CH2:20][CH2:19][O:18]2)[C:12]2[C:7]1=[N:8][C:9]([C:21]1[C:29]3[C:24](=[N:25][CH:26]=[CH:27][CH:28]=3)[N:23]([CH2:30][C:31]3[CH:36]=[CH:35][CH:34]=[CH:33][C:32]=3[F:37])[N:22]=1)=[N:10][CH:11]=2.C([SiH](CC)CC)C.O.C(=O)([O-])O.[Na+], predict the reaction product. The product is: [F:37][C:32]1[CH:33]=[CH:34][CH:35]=[CH:36][C:31]=1[CH2:30][N:23]1[C:24]2=[N:25][CH:26]=[CH:27][CH:28]=[C:29]2[C:21]([C:9]2[N:8]=[C:7]3[C:12]([N:13]([CH2:16][CH:17]4[CH2:20][CH2:19][O:18]4)[C:14](=[O:15])[NH:6]3)=[CH:11][N:10]=2)=[N:22]1.